Dataset: CYP2C19 inhibition data for predicting drug metabolism from PubChem BioAssay. Task: Regression/Classification. Given a drug SMILES string, predict its absorption, distribution, metabolism, or excretion properties. Task type varies by dataset: regression for continuous measurements (e.g., permeability, clearance, half-life) or binary classification for categorical outcomes (e.g., BBB penetration, CYP inhibition). Dataset: cyp2c19_veith. The result is 0 (non-inhibitor). The compound is Cc1cc(NC(=O)CSCCO)no1.